The task is: Predict the reactants needed to synthesize the given product.. This data is from Full USPTO retrosynthesis dataset with 1.9M reactions from patents (1976-2016). (1) Given the product [CH3:25][O:24][C:16](=[O:23])[C:17]1[CH:22]=[C:21]([C:4]#[N:7])[CH:20]=[CH:19][C:27]=1[Cl:29], predict the reactants needed to synthesize it. The reactants are: C1CC[CH:4]([N:7]=C=NC2CCCCC2)CC1.[C:16]([OH:24])(=[O:23])[C:17]1[CH:22]=[CH:21][CH:20]=[CH:19]C=1.[CH3:25]O.[CH2:27]([Cl:29])Cl. (2) The reactants are: [CH3:1][O:2][C:3]1[CH:12]=[C:11]2[C:6]([C@H:7]([CH2:22][CH:23]=[CH:24][CH2:25][CH2:26][CH2:27][CH2:28][CH2:29][CH:30]([CH2:36][CH2:37][CH2:38][C:39]([F:45])([F:44])[C:40]([F:43])([F:42])[F:41])[C:31]([O:33][CH2:34][CH3:35])=[O:32])[C@@:8]([C:14]3[CH:19]=[CH:18][C:17]([O:20][CH3:21])=[CH:16][CH:15]=3)([CH3:13])[CH2:9][S:10]2)=[CH:5][CH:4]=1. Given the product [CH3:1][O:2][C:3]1[CH:12]=[C:11]2[C:6]([C@H:7]([CH2:22][CH2:23][CH2:24][CH2:25][CH2:26][CH2:27][CH2:28][CH2:29][CH:30]([CH2:36][CH2:37][CH2:38][C:39]([F:45])([F:44])[C:40]([F:43])([F:42])[F:41])[C:31]([O:33][CH2:34][CH3:35])=[O:32])[C@@:8]([C:14]3[CH:15]=[CH:16][C:17]([O:20][CH3:21])=[CH:18][CH:19]=3)([CH3:13])[CH2:9][S:10]2)=[CH:5][CH:4]=1, predict the reactants needed to synthesize it. (3) Given the product [NH2:12][C:11]1[N:10]([CH3:13])[N:9]=[CH:8][C:7]=1[NH:6][C:23]([O:25][C:26]1[CH:31]=[CH:30][CH:29]=[CH:28][CH:27]=1)=[O:24], predict the reactants needed to synthesize it. The reactants are: S(=O)(=O)(O)O.[NH2:6][C:7]1[CH:8]=[N:9][N:10]([CH3:13])[C:11]=1[NH2:12].[OH-].[Na+].O1CCOCC1.Cl[C:23]([O:25][C:26]1[CH:31]=[CH:30][CH:29]=[CH:28][CH:27]=1)=[O:24]. (4) Given the product [CH3:26][O:25][C:20]1[CH:21]=[CH:22][CH:23]=[CH:24][C:19]=1[CH2:18][S:17][C:9]1[N:8]([CH2:7][C:6]([OH:27])=[O:5])[C:12]2[CH:13]=[CH:14][CH:15]=[CH:16][C:11]=2[N:10]=1, predict the reactants needed to synthesize it. The reactants are: C([O:5][C:6](=[O:27])[CH2:7][N:8]1[C:12]2[CH:13]=[CH:14][CH:15]=[CH:16][C:11]=2[N:10]=[C:9]1[S:17][CH2:18][C:19]1[CH:24]=[CH:23][CH:22]=[CH:21][C:20]=1[O:25][CH3:26])(C)(C)C. (5) Given the product [NH2:1][C:2]1[C:3]([O:18][CH2:19][C:20]([F:21])([F:22])[F:23])=[CH:4][C:5]([C:8]2([C:13]([O:15][CH2:16][CH3:17])=[O:14])[CH2:12][CH2:11][CH2:10][CH2:9]2)=[CH:6][C:7]=1[Cl:31], predict the reactants needed to synthesize it. The reactants are: [NH2:1][C:2]1[CH:7]=[CH:6][C:5]([C:8]2([C:13]([O:15][CH2:16][CH3:17])=[O:14])[CH2:12][CH2:11][CH2:10][CH2:9]2)=[CH:4][C:3]=1[O:18][CH2:19][C:20]([F:23])([F:22])[F:21].C1C(=O)N([Cl:31])C(=O)C1.